From a dataset of Forward reaction prediction with 1.9M reactions from USPTO patents (1976-2016). Predict the product of the given reaction. (1) Given the reactants [S:1]1[CH:5]=[CH:4][CH:3]=[C:2]1[CH2:6][C:7]#[N:8].[Cl:9]N1C(=O)CCC1=O.O, predict the reaction product. The product is: [Cl:9][C:5]1[S:1][C:2]([CH2:6][C:7]#[N:8])=[CH:3][CH:4]=1. (2) Given the reactants [C:1](=[O:4])([O-])[O-].[K+].[K+].[CH2:7]([C:10]1[N:11]=[CH:12][C:13]([NH:16][C:17](=[O:36])[C@@H:18]([C:25]2[CH:30]=[CH:29][C:28]([S:31]([CH3:34])(=[O:33])=[O:32])=[C:27]([Cl:35])[CH:26]=2)[CH2:19][CH:20]2[CH2:24][CH2:23][CH2:22][CH2:21]2)=[N:14][CH:15]=1)C=C.S(S([O-])=O)([O-])(=O)=O.[Na+].[Na+].[C:46]([OH:50])(C)(C)C.O, predict the reaction product. The product is: [Cl:35][C:27]1[CH:26]=[C:25]([C@@H:18]([CH2:19][CH:20]2[CH2:24][CH2:23][CH2:22][CH2:21]2)[C:17]([NH:16][C:13]2[CH:12]=[N:11][C:10]([CH2:7][C@@H:1]([OH:4])[CH2:46][OH:50])=[CH:15][N:14]=2)=[O:36])[CH:30]=[CH:29][C:28]=1[S:31]([CH3:34])(=[O:33])=[O:32].